Dataset: Reaction yield outcomes from USPTO patents with 853,638 reactions. Task: Predict the reaction yield, written as a fraction of the theoretical maximum amount of product (1.0 means a 100% yield; for example, 0.34 means a 34% yield). The reactants are Br[C:2]([CH3:9])([CH3:8])[C:3]([O:5][CH2:6][CH3:7])=[O:4].[C:10]([O-:13])(=[S:12])[CH3:11].[K+]. The catalyst is CN(C=O)C. The product is [CH2:6]([O:5][C:3](=[O:4])[C:2]([S:12][C:10](=[O:13])[CH3:11])([CH3:9])[CH3:8])[CH3:7]. The yield is 0.730.